Dataset: Catalyst prediction with 721,799 reactions and 888 catalyst types from USPTO. Task: Predict which catalyst facilitates the given reaction. (1) Reactant: [CH3:1][O:2][C:3]1[C:4](=[O:27])[C:5]([CH3:26])=[C:6]([CH2:12][C:13]2[CH:14]=[CH:15][C:16]([O:22]C(=O)C)=[C:17]([CH:21]=2)[C:18]([OH:20])=[O:19])[C:7](=[O:11])[C:8]=1[O:9][CH3:10].C(=O)([O-])O.[Na+]. Product: [CH3:1][O:2][C:3]1[C:4](=[O:27])[C:5]([CH3:26])=[C:6]([CH2:12][C:13]2[CH:14]=[CH:15][C:16]([OH:22])=[C:17]([CH:21]=2)[C:18]([OH:20])=[O:19])[C:7](=[O:11])[C:8]=1[O:9][CH3:10]. The catalyst class is: 24. (2) Reactant: [Cl:1][C:2]1[CH:10]=[CH:9][C:8]([CH2:11][NH:12][C:13](=[O:18])[C:14]([F:17])([F:16])[F:15])=[CH:7][C:3]=1[C:4]([NH2:6])=[O:5].C(Cl)(=O)[C:20](Cl)=[O:21]. The catalyst class is: 344. Product: [Cl:1][C:2]1[CH:10]=[CH:9][C:8]([CH2:11][NH:12][C:13](=[O:18])[C:14]([F:16])([F:17])[F:15])=[CH:7][C:3]=1[C:4]([N:6]=[C:20]=[O:21])=[O:5]. (3) Reactant: [F:1][C:2]1[CH:7]=[C:6]([C:8]2[CH:13]=[CH:12][N:11]=[CH:10][CH:9]=2)[CH:5]=[CH:4][C:3]=1[C:14]1[O:15][C:16]2[C:22]([C:23](OC)=[O:24])=[CH:21][CH:20]=[CH:19][C:17]=2[N:18]=1.[NH3:27]. The catalyst class is: 5. Product: [F:1][C:2]1[CH:7]=[C:6]([C:8]2[CH:13]=[CH:12][N:11]=[CH:10][CH:9]=2)[CH:5]=[CH:4][C:3]=1[C:14]1[O:15][C:16]2[C:22]([C:23]([NH2:27])=[O:24])=[CH:21][CH:20]=[CH:19][C:17]=2[N:18]=1. (4) Reactant: [CH:1]1([N:6]2[CH2:12][C:11]([F:14])([F:13])[C:10](=[O:15])[N:9]([CH3:16])[C:8]3[CH:17]=[N:18][C:19]([NH:21][C:22]4[CH:30]=[CH:29][C:25]([C:26](O)=[O:27])=[CH:24][C:23]=4[O:31][CH2:32][CH3:33])=[N:20][C:7]2=3)[CH2:5][CH2:4][CH2:3][CH2:2]1.ON1C2C=CC=CC=2N=N1.F[P-](F)(F)(F)(F)F.CN(C(N(C)C)=[N+]1C2C=CC=CC=2[N+]([O-])=N1)C.C(N(C(C)C)CC)(C)C.[NH2:77][CH:78]1[CH2:83][CH2:82][O:81][CH2:80][CH2:79]1. Product: [CH:1]1([N:6]2[CH2:12][C:11]([F:14])([F:13])[C:10](=[O:15])[N:9]([CH3:16])[C:8]3[CH:17]=[N:18][C:19]([NH:21][C:22]4[CH:30]=[CH:29][C:25]([C:26]([NH:77][CH:78]5[CH2:83][CH2:82][O:81][CH2:80][CH2:79]5)=[O:27])=[CH:24][C:23]=4[O:31][CH2:32][CH3:33])=[N:20][C:7]2=3)[CH2:5][CH2:4][CH2:3][CH2:2]1. The catalyst class is: 9. (5) The catalyst class is: 19. Product: [CH3:1][C:2]1[CH:7]=[CH:6][C:5]([O:8][CH3:9])=[CH:4][C:3]=1[NH2:10]. Reactant: [CH3:1][C:2]1[CH:7]=[CH:6][C:5]([O:8][CH3:9])=[CH:4][C:3]=1[N+:10]([O-])=O. (6) The catalyst class is: 5. Product: [O:1]1[C:5]2[CH:6]=[CH:7][CH:8]=[CH:9][C:4]=2[CH:3]=[C:2]1[C:10]([NH:12][C@H:13]([C:24]([OH:26])=[O:25])[CH2:14][C:15]1[C:23]2[C:18](=[CH:19][CH:20]=[CH:21][CH:22]=2)[NH:17][CH:16]=1)=[O:11]. Reactant: [O:1]1[C:5]2[CH:6]=[CH:7][CH:8]=[CH:9][C:4]=2[CH:3]=[C:2]1[C:10]([NH:12][C@H:13]([C:24]([O:26]C)=[O:25])[CH2:14][C:15]1[C:23]2[C:18](=[CH:19][CH:20]=[CH:21][CH:22]=2)[NH:17][CH:16]=1)=[O:11].[OH-].[Na+]. (7) Reactant: [CH:1]1([C:6]([CH:8]2[CH2:14][CH2:13][CH2:12][C:11]3[CH:15]=[C:16]([N:19]4[CH2:23][C@H:22]([CH2:24][NH:25][C:26](=[O:28])[CH3:27])[O:21][C:20]4=[O:29])[CH:17]=[CH:18][C:10]=3[C:9]2=O)=O)[CH2:5][CH2:4][CH2:3][CH2:2]1.Cl.[NH2:32][NH2:33].C(=O)(O)[O-].[Na+]. Product: [CH:1]1([C:6]2[C:8]3[CH2:14][CH2:13][CH2:12][C:11]4[CH:15]=[C:16]([N:19]5[CH2:23][C@H:22]([CH2:24][NH:25][C:26](=[O:28])[CH3:27])[O:21][C:20]5=[O:29])[CH:17]=[CH:18][C:10]=4[C:9]=3[NH:33][N:32]=2)[CH2:2][CH2:3][CH2:4][CH2:5]1. The catalyst class is: 8.